Dataset: Full USPTO retrosynthesis dataset with 1.9M reactions from patents (1976-2016). Task: Predict the reactants needed to synthesize the given product. (1) Given the product [CH:31]1([CH2:34][N:35]2[C:43]([N:44]3[CH2:49][CH2:48][N:47]([C:69](=[O:70])[CH2:68][N:63]4[CH:67]=[CH:66][N:65]=[CH:64]4)[CH2:46][CH2:45]3)=[N:42][C:41]3[C:36]2=[N:37][C:38]([C:56]2[CH:61]=[N:60][C:59]([NH2:62])=[N:58][CH:57]=2)=[N:39][C:40]=3[N:50]2[CH2:55][CH2:54][O:53][CH2:52][CH2:51]2)[CH2:32][CH2:33]1, predict the reactants needed to synthesize it. The reactants are: O.ON1C2C=CC=CC=2N=N1.Cl.CN(CCCN=C=NCC)C.C(N(CC)CC)C.[CH:31]1([CH2:34][N:35]2[C:43]([N:44]3[CH2:49][CH2:48][NH:47][CH2:46][CH2:45]3)=[N:42][C:41]3[C:36]2=[N:37][C:38]([C:56]2[CH:57]=[N:58][C:59]([NH2:62])=[N:60][CH:61]=2)=[N:39][C:40]=3[N:50]2[CH2:55][CH2:54][O:53][CH2:52][CH2:51]2)[CH2:33][CH2:32]1.[N:63]1([CH2:68][C:69](O)=[O:70])[CH:67]=[CH:66][N:65]=[CH:64]1. (2) The reactants are: [C:1](OC(OC(OC(C)(C)C)=O)=O)(OC(C)(C)C)=[O:2].[NH2:19][C:20]1[CH:29]=[C:28]2[C:23]([CH:24]=[CH:25][CH:26]=[N:27]2)=[CH:22][CH:21]=1.C(O)C(N)(CO)CO.[C:38]1([N:44]2[CH2:49][CH2:48][NH:47][CH2:46][CH2:45]2)[CH:43]=[CH:42][CH:41]=[CH:40][CH:39]=1. Given the product [C:38]1([N:44]2[CH2:49][CH2:48][N:47]([C:1]([NH:19][C:20]3[CH:29]=[C:28]4[C:23]([CH:24]=[CH:25][CH:26]=[N:27]4)=[CH:22][CH:21]=3)=[O:2])[CH2:46][CH2:45]2)[CH:43]=[CH:42][CH:41]=[CH:40][CH:39]=1, predict the reactants needed to synthesize it. (3) Given the product [C:11]([C:12]1[CH:18]=[CH:17][CH:16]=[CH:15][C:13]=1[NH:14][C:8]([C:6]1[CH:5]=[CH:4][CH:3]=[C:2]([CH3:1])[N:7]=1)=[O:9])(=[O:19])[NH2:20], predict the reactants needed to synthesize it. The reactants are: [CH3:1][C:2]1[N:7]=[C:6]([C:8](Cl)=[O:9])[CH:5]=[CH:4][CH:3]=1.[C:11]([NH2:20])(=[O:19])[C:12]1[C:13](=[CH:15][CH:16]=[CH:17][CH:18]=1)[NH2:14].C(N(CC)CC)C. (4) Given the product [Br:1][C:2]1[C:3]([C:8]2[N:9]=[C:17]([C:16]3[CH:20]=[CH:21][CH:22]=[C:14]([O:13][CH3:12])[C:15]=3[OH:23])[O:11][N:10]=2)=[N:4][CH:5]=[CH:6][CH:7]=1, predict the reactants needed to synthesize it. The reactants are: [Br:1][C:2]1[C:3]([C:8]([NH:10][OH:11])=[NH:9])=[N:4][CH:5]=[CH:6][CH:7]=1.[CH3:12][O:13][C:14]1[CH:22]=[CH:21][CH:20]=[C:16]([C:17](O)=O)[C:15]=1[OH:23]. (5) Given the product [CH3:30][O:29][CH2:28][CH2:27][O:26][CH2:25][O:24][CH2:23][CH2:22][C@H:17]([C:18]([CH3:19])([CH3:20])[CH3:21])[C:16]([OH:31])=[O:2], predict the reactants needed to synthesize it. The reactants are: [Li+].[OH-:2].C([C@@H]1COC(=O)N1[C:16](=[O:31])[C@H:17]([CH2:22][CH2:23][O:24][CH2:25][O:26][CH2:27][CH2:28][O:29][CH3:30])[C:18]([CH3:21])([CH3:20])[CH3:19])C1C=CC=CC=1.OO. (6) The reactants are: C1C=CC2N(O)N=NC=2C=1.[CH3:11][O:12][C:13]1[CH:14]=[C:15](/[CH:25]=[CH:26]/[C:27]([OH:29])=O)[CH:16]=[CH:17][C:18]=1[N:19]1[CH:23]=[C:22]([CH3:24])[N:21]=[CH:20]1.[C:30]([O:34][C:35]([CH3:38])([CH3:37])[CH3:36])(=[O:33])[NH:31][NH2:32].C(N(C(C)C)CC)(C)C.O.C(=O)(O)[O-].[Na+]. Given the product [CH3:11][O:12][C:13]1[CH:14]=[C:15](/[CH:25]=[CH:26]/[C:27]([NH:32][NH:31][C:30]([O:34][C:35]([CH3:38])([CH3:37])[CH3:36])=[O:33])=[O:29])[CH:16]=[CH:17][C:18]=1[N:19]1[CH:23]=[C:22]([CH3:24])[N:21]=[CH:20]1, predict the reactants needed to synthesize it. (7) The reactants are: [NH2:1][C:2]1[CH:3]=[C:4]2[C:9](=[CH:10][CH:11]=1)[N:8]1[N:12]=[C:13]([C:18]3[CH:23]=[CH:22][C:21]([O:24][C:25]4[CH:30]=[CH:29][CH:28]=[CH:27][CH:26]=4)=[CH:20][CH:19]=3)[C:14]([C:15]([NH2:17])=[O:16])=[C:7]1[NH:6][C:5]2=[O:31].[C:32](Cl)(=[O:35])[CH:33]=[CH2:34]. Given the product [C:32]([NH:1][C:2]1[CH:3]=[C:4]2[C:9](=[CH:10][CH:11]=1)[N:8]1[N:12]=[C:13]([C:18]3[CH:19]=[CH:20][C:21]([O:24][C:25]4[CH:30]=[CH:29][CH:28]=[CH:27][CH:26]=4)=[CH:22][CH:23]=3)[C:14]([C:15]([NH2:17])=[O:16])=[C:7]1[NH:6][C:5]2=[O:31])(=[O:35])[CH:33]=[CH2:34], predict the reactants needed to synthesize it.